From a dataset of CYP3A4 inhibition data for predicting drug metabolism from PubChem BioAssay. Regression/Classification. Given a drug SMILES string, predict its absorption, distribution, metabolism, or excretion properties. Task type varies by dataset: regression for continuous measurements (e.g., permeability, clearance, half-life) or binary classification for categorical outcomes (e.g., BBB penetration, CYP inhibition). Dataset: cyp3a4_veith. (1) The drug is O=C(O)c1ccc2c(c1C(=O)O)C(=O)OC2(c1ccc(O)cc1)c1ccc(O)cc1. The result is 0 (non-inhibitor). (2) The molecule is CCN[C@@H]1C[C@H](N)[C@H](O[C@H]2OC(CN)=CC[C@H]2N)[C@@H](O)[C@H]1O[C@H]1OC[C@@](C)(O)[C@@H](NC)[C@@H]1O. The result is 0 (non-inhibitor). (3) The molecule is CN1CCN(c2ncc3nc(CCc4ccccc4)c(=O)n(Cc4ccc(F)cc4)c3n2)CC1. The result is 1 (inhibitor). (4) The compound is C[C@@H]1CCCN(C[C@@H](O)CN2CCCc3ccccc32)C1. The result is 0 (non-inhibitor). (5) The drug is CC[C@@H]1CN2CCc3cc(OC)c(OC)cc3[C@H]2C[C@@H]1C[C@@H]1NCCc2cc(O)c(OC)cc21.Cl.Cl.O.O.O.O.O.O.O. The result is 0 (non-inhibitor). (6) The compound is c1csc(CNc2ccnc(-c3ccoc3)n2)c1. The result is 1 (inhibitor). (7) The compound is CC(C)OCCCn1c(=S)[nH]c2ncccc2c1=O. The result is 0 (non-inhibitor).